From a dataset of Peptide-MHC class I binding affinity with 185,985 pairs from IEDB/IMGT. Regression. Given a peptide amino acid sequence and an MHC pseudo amino acid sequence, predict their binding affinity value. This is MHC class I binding data. (1) The peptide sequence is RYICPVQQI. The MHC is HLA-B07:02 with pseudo-sequence HLA-B07:02. The binding affinity (normalized) is 0.0847. (2) The peptide sequence is TQVKELGIAI. The MHC is HLA-A68:02 with pseudo-sequence HLA-A68:02. The binding affinity (normalized) is 0.347. (3) The peptide sequence is AENKKFKLH. The MHC is HLA-B35:01 with pseudo-sequence HLA-B35:01. The binding affinity (normalized) is 0.0847. (4) The peptide sequence is TPALATRGF. The MHC is HLA-B38:01 with pseudo-sequence HLA-B38:01. The binding affinity (normalized) is 0.0847. (5) The peptide sequence is VEYYPLLFI. The MHC is HLA-B45:01 with pseudo-sequence HLA-B45:01. The binding affinity (normalized) is 0.227. (6) The peptide sequence is YTMRHVLEPF. The MHC is Mamu-B8301 with pseudo-sequence Mamu-B8301. The binding affinity (normalized) is 0.518. (7) The peptide sequence is KLEYLAPSY. The MHC is HLA-A02:01 with pseudo-sequence HLA-A02:01. The binding affinity (normalized) is 0.0847. (8) The peptide sequence is QGQYMNTPWR. The MHC is Mamu-B8301 with pseudo-sequence Mamu-B8301. The binding affinity (normalized) is 0.564. (9) The peptide sequence is CPMCCSKIL. The MHC is HLA-B35:01 with pseudo-sequence HLA-B35:01. The binding affinity (normalized) is 0.732.